This data is from Full USPTO retrosynthesis dataset with 1.9M reactions from patents (1976-2016). The task is: Predict the reactants needed to synthesize the given product. (1) Given the product [NH2:1][C:2]1[C:3]([C:14]2[CH:22]=[CH:21][C:17]([C:18]([NH:24][C@@H:25]([C:35]3[CH:40]=[CH:39][CH:38]=[C:37]([Cl:41])[CH:36]=3)[CH2:26][NH:27][C:28](=[O:34])[O:29][C:30]([CH3:33])([CH3:32])[CH3:31])=[O:20])=[C:16]([F:23])[CH:15]=2)=[N:4][C:5]([CH:8]2[CH2:13][CH2:12][O:11][CH2:10][CH2:9]2)=[CH:6][N:7]=1, predict the reactants needed to synthesize it. The reactants are: [NH2:1][C:2]1[C:3]([C:14]2[CH:22]=[CH:21][C:17]([C:18]([OH:20])=O)=[C:16]([F:23])[CH:15]=2)=[N:4][C:5]([CH:8]2[CH2:13][CH2:12][O:11][CH2:10][CH2:9]2)=[CH:6][N:7]=1.[NH2:24][C@@H:25]([C:35]1[CH:40]=[CH:39][CH:38]=[C:37]([Cl:41])[CH:36]=1)[CH2:26][NH:27][C:28](=[O:34])[O:29][C:30]([CH3:33])([CH3:32])[CH3:31].C(Cl)CCl.CCN(C(C)C)C(C)C. (2) Given the product [CH2:20]([NH:23][C:2]1[N:3]=[C:4]([NH:12][CH2:13][CH2:14][CH2:15][CH2:16][CH2:17][CH2:18][CH3:19])[C:5]2[S:10][CH:9]=[C:8]([CH3:11])[C:6]=2[N:7]=1)[CH:21]=[CH2:22], predict the reactants needed to synthesize it. The reactants are: Cl[C:2]1[N:3]=[C:4]([NH:12][CH2:13][CH2:14][CH2:15][CH2:16][CH2:17][CH2:18][CH3:19])[C:5]2[S:10][CH:9]=[C:8]([CH3:11])[C:6]=2[N:7]=1.[CH2:20]([NH2:23])[CH:21]=[CH2:22].C(=O)([O-])O.[Na+]. (3) Given the product [O:15]1[C:16]2[CH:22]=[CH:21][CH:20]=[CH:19][C:17]=2[N:9]=[C:14]1[CH2:13][C:25]([OH:39])([CH2:26][C:27]([C:30]1[CH:35]=[C:34]([F:36])[CH:33]=[CH:32][C:31]=1[O:37][CH3:38])([CH3:29])[CH3:28])[C:24]([F:23])([F:40])[F:41], predict the reactants needed to synthesize it. The reactants are: C([Li])CCC.C([NH:9]C(C)C)(C)C.[CH3:13][C:14]1[O:15][C:16]2[CH:22]=[CH:21][CH:20]=[CH:19][C:17]=2C=1.[F:23][C:24]([F:41])([F:40])[C:25](=[O:39])[CH2:26][C:27]([C:30]1[CH:35]=[C:34]([F:36])[CH:33]=[CH:32][C:31]=1[O:37][CH3:38])([CH3:29])[CH3:28]. (4) Given the product [NH2:11][C:9]1[N:8]=[CH:7][N:6]=[C:5]2[N:4]([CH3:12])[N:3]=[C:2]([C:21]3[CH:22]=[C:23]4[C:27](=[CH:28][CH:29]=3)[N:26]([C:30]([O:32][C:33]([CH3:36])([CH3:35])[CH3:34])=[O:31])[CH2:25][CH2:24]4)[C:10]=12, predict the reactants needed to synthesize it. The reactants are: Br[C:2]1[C:10]2[C:5](=[N:6][CH:7]=[N:8][C:9]=2[NH2:11])[N:4]([CH3:12])[N:3]=1.CC1(C)C(C)(C)OB([C:21]2[CH:22]=[C:23]3[C:27](=[CH:28][CH:29]=2)[N:26]([C:30]([O:32][C:33]([CH3:36])([CH3:35])[CH3:34])=[O:31])[CH2:25][CH2:24]3)O1.C(=O)([O-])[O-].[Na+].[Na+].O1CCOCC1. (5) The reactants are: C[O:2][C:3](=O)[CH2:4][CH2:5][C:6]1[S:10][C:9]2[CH:11]=[CH:12][CH:13]=[CH:14][C:8]=2[C:7]=1[Cl:15].[Li+].[BH4-].CO.[OH-].[Na+]. Given the product [Cl:15][C:7]1[C:8]2[CH:14]=[CH:13][CH:12]=[CH:11][C:9]=2[S:10][C:6]=1[CH2:5][CH2:4][CH2:3][OH:2], predict the reactants needed to synthesize it.